From a dataset of Forward reaction prediction with 1.9M reactions from USPTO patents (1976-2016). Predict the product of the given reaction. (1) Given the reactants [C:1]([O:5][C:6]([N:8]1[C:12](=[O:13])[CH2:11][CH2:10][C@H:9]1[CH2:14][C:15]1[CH:20]=[CH:19][C:18]([C:21]2[CH:26]=[CH:25][CH:24]=[CH:23][CH:22]=2)=[CH:17][CH:16]=1)=[O:7])([CH3:4])([CH3:3])[CH3:2].F[P-](F)(F)(F)(F)F.[K+].C1O[CH2:51][CH2:50]OCCOCCOCCOCCOC1.CC(O[CH:58](N(C)C)[N:59](C)C)(C)C.[CH3:65]N(C(N(C)C)N(C)C)C.C(OC(O[C:85]([CH3:88])([CH3:87])C)N(C)C)(C)(C)C, predict the reaction product. The product is: [C:1]([O:5][C:6]([N:8]1[C@H:9]([CH2:14][C:15]2[CH:16]=[CH:17][C:18]([C:21]3[CH:22]=[CH:23][CH:24]=[CH:25][CH:26]=3)=[CH:19][CH:20]=2)[CH2:10]/[C:11](=[CH:58]\[N:59]([CH:50]([CH3:51])[CH3:65])[CH:85]([CH3:87])[CH3:88])/[C:12]1=[O:13])=[O:7])([CH3:4])([CH3:2])[CH3:3]. (2) Given the reactants [H-].[Na+].[CH3:3][S:4]([C:7]1[CH:8]=[C:9]([C:13]2[C:14]([C:18]#[N:19])=[CH:15][NH:16][CH:17]=2)[CH:10]=[CH:11][CH:12]=1)(=[O:6])=[O:5].[CH3:20][O:21][C:22](=[O:25])[CH2:23]Br, predict the reaction product. The product is: [CH3:20][O:21][C:22](=[O:25])[CH2:23][N:16]1[CH:17]=[C:13]([C:9]2[CH:10]=[CH:11][CH:12]=[C:7]([S:4]([CH3:3])(=[O:6])=[O:5])[CH:8]=2)[C:14]([C:18]#[N:19])=[CH:15]1. (3) Given the reactants [CH2:1]([C:3](=[CH:15][CH3:16])[C@H:4]([NH:7][C:8](=[O:14])[O:9][C:10]([CH3:13])([CH3:12])[CH3:11])[CH2:5][OH:6])[CH3:2].N1C=CN=C1.[CH3:22][C:23]([Si:26](Cl)([CH3:28])[CH3:27])([CH3:25])[CH3:24], predict the reaction product. The product is: [Si:26]([O:6][CH2:5][C@@H:4]([NH:7][C:8](=[O:14])[O:9][C:10]([CH3:11])([CH3:13])[CH3:12])/[C:3](/[CH2:1][CH3:2])=[CH:15]/[CH3:16])([C:23]([CH3:25])([CH3:24])[CH3:22])([CH3:28])[CH3:27]. (4) Given the reactants [C:1]([C:3]1([C:13]2[CH:18]=[CH:17][C:16]([N+:19]([O-])=O)=[CH:15][CH:14]=2)[CH2:8][CH2:7][N:6]([CH2:9][C:10]([NH2:12])=[O:11])[CH2:5][CH2:4]1)#[N:2], predict the reaction product. The product is: [NH2:19][C:16]1[CH:15]=[CH:14][C:13]([C:3]2([C:1]#[N:2])[CH2:4][CH2:5][N:6]([CH2:9][C:10]([NH2:12])=[O:11])[CH2:7][CH2:8]2)=[CH:18][CH:17]=1. (5) Given the reactants CN(C)/[CH:3]=[CH:4]/[C:5]([C:7]1[C:12](=[O:13])[CH:11]=[CH:10][N:9]([C:14]2[CH:19]=[CH:18][C:17]([S:20]([C:23]([F:26])([F:25])[F:24])(=[O:22])=[O:21])=[CH:16][CH:15]=2)[N:8]=1)=O.[Cl:28][C:29]1[CH:30]=[C:31]([NH:35][NH2:36])[CH:32]=[CH:33][CH:34]=1, predict the reaction product. The product is: [Cl:28][C:29]1[CH:30]=[C:31]([N:35]2[C:5]([C:7]3[C:12](=[O:13])[CH:11]=[CH:10][N:9]([C:14]4[CH:15]=[CH:16][C:17]([S:20]([C:23]([F:26])([F:24])[F:25])(=[O:22])=[O:21])=[CH:18][CH:19]=4)[N:8]=3)=[CH:4][CH:3]=[N:36]2)[CH:32]=[CH:33][CH:34]=1.